This data is from Reaction yield outcomes from USPTO patents with 853,638 reactions. The task is: Predict the reaction yield, written as a fraction of the theoretical maximum amount of product (1.0 means a 100% yield; for example, 0.34 means a 34% yield). (1) The reactants are Cl.[Cl:2][C:3]1[CH:4]=[C:5]([CH:25]=[CH:26][C:27]=1[OH:28])[NH:6][C:7]1[C:16]2[C:11](=[CH:12][CH:13]=[CH:14][C:15]=2[O:17][CH:18]2[CH2:23][CH2:22][N:21]([CH3:24])[CH2:20][CH2:19]2)[N:10]=[CH:9][N:8]=1.Cl[CH2:30][C:31]1[CH:35]=[CH:34][O:33][N:32]=1. No catalyst specified. The product is [Cl:2][C:3]1[CH:4]=[C:5]([CH:25]=[CH:26][C:27]=1[O:28][CH2:30][C:31]1[CH:35]=[CH:34][O:33][N:32]=1)[NH:6][C:7]1[C:16]2[C:11](=[CH:12][CH:13]=[CH:14][C:15]=2[O:17][CH:18]2[CH2:23][CH2:22][N:21]([CH3:24])[CH2:20][CH2:19]2)[N:10]=[CH:9][N:8]=1. The yield is 0.710. (2) The reactants are [F:1][C:2]1[CH:7]=[CH:6][C:5]([CH:8]2[C:13]3=[N:14][NH:15][C:16](=[O:21])[C:17]4[CH:18]=[CH:19][CH:20]=[C:11]([C:12]=43)[NH:10][CH:9]2[C:22]2[CH:29]=[CH:28][C:25]([CH:26]=O)=[CH:24][CH:23]=2)=[CH:4][CH:3]=1.C(Cl)Cl.[CH2:33]([NH:35][CH2:36][CH3:37])[CH3:34].[BH4-].[Na+]. The catalyst is C(O)(=O)C. The product is [CH2:33]([N:35]([CH2:26][C:25]1[CH:24]=[CH:23][C:22]([CH:9]2[NH:10][C:11]3[C:12]4[C:13](=[N:14][NH:15][C:16](=[O:21])[C:17]=4[CH:18]=[CH:19][CH:20]=3)[CH:8]2[C:5]2[CH:4]=[CH:3][C:2]([F:1])=[CH:7][CH:6]=2)=[CH:29][CH:28]=1)[CH2:36][CH3:37])[CH3:34]. The yield is 0.0900. (3) The reactants are CS[C:3]1[N:8]=[C:7]([C:9]2[C:10]([CH:18]([C:20]3[CH:25]=[CH:24][CH:23]=[CH:22][CH:21]=3)[OH:19])=[N:11][N:12]3[CH:17]=[CH:16][CH:15]=[CH:14][C:13]=23)[CH:6]=[CH:5][N:4]=1.ClC1C=C(C=CC=1)C(OO)=O.[CH:37]1([NH2:42])[CH2:41][CH2:40][CH2:39][CH2:38]1. The catalyst is ClCCl. The product is [CH:37]1([NH:42][C:3]2[N:8]=[C:7]([C:9]3[C:10]([CH:18]([C:20]4[CH:25]=[CH:24][CH:23]=[CH:22][CH:21]=4)[OH:19])=[N:11][N:12]4[CH:17]=[CH:16][CH:15]=[CH:14][C:13]=34)[CH:6]=[CH:5][N:4]=2)[CH2:41][CH2:40][CH2:39][CH2:38]1. The yield is 0.890. (4) The product is [CH2:1]([N:3]1[CH:7]=[C:6]([C:8]2[CH:13]=[CH:12][N:11]=[C:10]3[NH:14][CH:15]=[CH:16][C:9]=23)[C:5]([C:17]2[CH:23]=[CH:22][C:20]([NH:21][C:29]([N:24]3[CH2:28][CH2:27][CH2:26][CH2:25]3)=[O:30])=[CH:19][CH:18]=2)=[N:4]1)[CH3:2]. The catalyst is N1C=CC=CC=1. The yield is 0.520. The reactants are [CH2:1]([N:3]1[CH:7]=[C:6]([C:8]2[CH:13]=[CH:12][N:11]=[C:10]3[NH:14][CH:15]=[CH:16][C:9]=23)[C:5]([C:17]2[CH:23]=[CH:22][C:20]([NH2:21])=[CH:19][CH:18]=2)=[N:4]1)[CH3:2].[N:24]1([C:29](Cl)=[O:30])[CH2:28][CH2:27][CH2:26][CH2:25]1.